Dataset: NCI-60 drug combinations with 297,098 pairs across 59 cell lines. Task: Regression. Given two drug SMILES strings and cell line genomic features, predict the synergy score measuring deviation from expected non-interaction effect. (1) Cell line: MCF7. Drug 2: C1C(C(OC1N2C=NC3=C2NC=NCC3O)CO)O. Synergy scores: CSS=3.58, Synergy_ZIP=0.0824, Synergy_Bliss=3.78, Synergy_Loewe=1.91, Synergy_HSA=2.42. Drug 1: C1CC(C1)(C(=O)O)C(=O)O.[NH2-].[NH2-].[Pt+2]. (2) Drug 1: C1=C(C(=O)NC(=O)N1)F. Drug 2: CN(CCCl)CCCl.Cl. Cell line: HS 578T. Synergy scores: CSS=41.7, Synergy_ZIP=8.20, Synergy_Bliss=9.75, Synergy_Loewe=3.87, Synergy_HSA=4.58. (3) Drug 1: C1=CC(=CC=C1C#N)C(C2=CC=C(C=C2)C#N)N3C=NC=N3. Drug 2: CN1C2=C(C=C(C=C2)N(CCCl)CCCl)N=C1CCCC(=O)O.Cl. Cell line: IGROV1. Synergy scores: CSS=-0.538, Synergy_ZIP=-0.192, Synergy_Bliss=-0.593, Synergy_Loewe=-0.710, Synergy_HSA=-0.579. (4) Drug 1: CC1C(C(CC(O1)OC2CC(CC3=C2C(=C4C(=C3O)C(=O)C5=C(C4=O)C(=CC=C5)OC)O)(C(=O)C)O)N)O.Cl. Drug 2: CCC1(C2=C(COC1=O)C(=O)N3CC4=CC5=C(C=CC(=C5CN(C)C)O)N=C4C3=C2)O.Cl. Cell line: TK-10. Synergy scores: CSS=19.3, Synergy_ZIP=-7.52, Synergy_Bliss=3.43, Synergy_Loewe=3.01, Synergy_HSA=3.36. (5) Drug 1: CCN(CC)CCCC(C)NC1=C2C=C(C=CC2=NC3=C1C=CC(=C3)Cl)OC. Drug 2: CC(C)NC(=O)C1=CC=C(C=C1)CNNC.Cl. Cell line: HL-60(TB). Synergy scores: CSS=56.9, Synergy_ZIP=26.6, Synergy_Bliss=21.0, Synergy_Loewe=18.2, Synergy_HSA=18.2.